Dataset: Reaction yield outcomes from USPTO patents with 853,638 reactions. Task: Predict the reaction yield, written as a fraction of the theoretical maximum amount of product (1.0 means a 100% yield; for example, 0.34 means a 34% yield). (1) The reactants are C[Si]([C:5]#[N:6])(C)C.[NH2:7][C:8]1[CH:13]=[CH:12][C:11]([CH3:14])=[CH:10][CH:9]=1.[C:15]1(=O)[CH2:19][CH2:18][CH2:17][CH2:16]1. The catalyst is ClCCl. The product is [CH3:14][C:11]1[CH:12]=[CH:13][C:8]([NH:7][C:15]2([C:5]#[N:6])[CH2:19][CH2:18][CH2:17][CH2:16]2)=[CH:9][CH:10]=1. The yield is 0.980. (2) The reactants are [OH:1][CH:2]1[CH2:7][CH2:6][N:5]([C:8]([O:10][C:11]([CH3:14])([CH3:13])[CH3:12])=[O:9])[CH2:4][CH2:3]1.C(N(CC)CC)C.[CH3:22][S:23](Cl)(=[O:25])=[O:24].O. The catalyst is ClCCl. The product is [CH3:22][S:23]([O:1][CH:2]1[CH2:3][CH2:4][N:5]([C:8]([O:10][C:11]([CH3:14])([CH3:13])[CH3:12])=[O:9])[CH2:6][CH2:7]1)(=[O:25])=[O:24]. The yield is 0.900. (3) The reactants are [F:1][C:2]([F:16])([F:15])[C:3]1[CH:4]=[C:5]([CH:9]2[S:14][CH2:13][CH2:12][CH2:11][S:10]2)[CH:6]=[CH:7][CH:8]=1.[Li]CCCC.[F:22][CH:23]([F:34])[O:24][C:25]1[CH:32]=[CH:31][C:28]([CH:29]=[O:30])=[CH:27][C:26]=1[CH3:33]. The catalyst is C1COCC1. The product is [F:22][CH:23]([F:34])[O:24][C:25]1[CH:32]=[CH:31][C:28]([CH:29]([C:9]2([C:5]3[CH:6]=[CH:7][CH:8]=[C:3]([C:2]([F:1])([F:15])[F:16])[CH:4]=3)[S:10][CH2:11][CH2:12][CH2:13][S:14]2)[OH:30])=[CH:27][C:26]=1[CH3:33]. The yield is 0.600. (4) The reactants are Cl.[CH3:2][NH:3][CH3:4].[C-]#N.[K+].[CH3:8][NH:9]C.[CH2:11]([N:18]1[CH2:23][CH2:22][C:21](=O)[CH2:20][CH2:19]1)[C:12]1[CH:17]=[CH:16][CH:15]=[CH:14][CH:13]=1.Cl. The catalyst is O.CO.C(OCC)(=O)C.CCOC(C)=O.CCCCCC. The product is [CH2:11]([N:18]1[CH2:23][CH2:22][C:21]([N:3]([CH3:4])[CH3:2])([C:8]#[N:9])[CH2:20][CH2:19]1)[C:12]1[CH:17]=[CH:16][CH:15]=[CH:14][CH:13]=1. The yield is 0.850. (5) The reactants are [C:1]1([C@H:7]([NH:10][C:11]([C:13]2[CH:14]=[C:15]([C:22]([N:24]3[CH2:28][CH2:27][CH2:26][C@@H:25]3[CH2:29][OH:30])=[O:23])[N:16]3[CH2:21][CH2:20][O:19][CH2:18][C:17]=23)=[O:12])[CH2:8][CH3:9])[CH:6]=[CH:5][CH:4]=[CH:3][CH:2]=1.C(N(CC)CC)C.[C:38](Cl)(=[O:40])[CH3:39].C(=O)([O-])O.[Na+]. The product is [C:1]1([C@H:7]([NH:10][C:11]([C:13]2[CH:14]=[C:15]([C:22]([N:24]3[CH2:28][CH2:27][CH2:26][C@@H:25]3[CH2:29][O:30][C:38](=[O:40])[CH3:39])=[O:23])[N:16]3[CH2:21][CH2:20][O:19][CH2:18][C:17]=23)=[O:12])[CH2:8][CH3:9])[CH:6]=[CH:5][CH:4]=[CH:3][CH:2]=1. The yield is 0.550. The catalyst is CN(C)C1C=CN=CC=1.ClCCl. (6) The reactants are [CH3:1][C@@H:2]1[O:7][C@@H:6]([O:8][C@@H:9]2[C:14]3=[C:15]([OH:32])[C:16]4[C:28](=[O:29])[C:27]5[C:22](=[CH:23][CH:24]=[CH:25][C:26]=5[O:30][CH3:31])[C:20](=[O:21])[C:17]=4[C:18]([OH:19])=[C:13]3[CH2:12][C@@:11]([OH:37])([C:33]([CH2:35][OH:36])=[O:34])[CH2:10]2)[CH2:5][C@H:4]([NH2:38])[C@@H:3]1[OH:39].Cl.CC(C)([O-])C.[K+].[C:47]1([CH3:57])[CH:52]=[CH:51][C:50]([S:53]([OH:56])(=[O:55])=[O:54])=[CH:49][CH:48]=1. The catalyst is C1COCC1. The product is [CH3:1][C@@H:2]1[O:7][C@@H:6]([O:8][C@@H:9]2[C:14]3=[C:15]([OH:32])[C:16]4[C:28](=[O:29])[C:27]5[C:22](=[CH:23][CH:24]=[CH:25][C:26]=5[O:30][CH3:31])[C:20](=[O:21])[C:17]=4[C:18]([OH:19])=[C:13]3[CH2:12][C@@:11]([OH:37])([C:33]([CH2:35][OH:36])=[O:34])[CH2:10]2)[CH2:5][C@H:4]([NH2:38])[C@@H:3]1[OH:39].[S:53]([C:50]1[CH:51]=[CH:52][C:47]([CH3:57])=[CH:48][CH:49]=1)([O-:56])(=[O:55])=[O:54]. The yield is 0.970.